Dataset: Catalyst prediction with 721,799 reactions and 888 catalyst types from USPTO. Task: Predict which catalyst facilitates the given reaction. (1) Reactant: Cl[C:2]1[N:7]=[CH:6][C:5]([O:8][CH2:9][CH2:10][C@H:11]([CH:13]2[CH2:18][CH2:17][N:16]([C:19]3[O:23][N:22]=[C:21]([CH:24]([CH3:26])[CH3:25])[N:20]=3)[CH2:15][CH2:14]2)[CH3:12])=[CH:4][N:3]=1.[C:27]([O:31][C:32](=[O:47])[NH:33][C@H:34]1[C@H:38]([C:39]2[CH:44]=[CH:43][C:42]([F:45])=[CH:41][C:40]=2[F:46])[CH2:37][NH:36][CH2:35]1)([CH3:30])([CH3:29])[CH3:28].C1CCN2C(=NCCC2)CC1. Product: [C:27]([O:31][C:32](=[O:47])[NH:33][C@H:34]1[C@H:38]([C:39]2[CH:44]=[CH:43][C:42]([F:45])=[CH:41][C:40]=2[F:46])[CH2:37][N:36]([C:2]2[N:7]=[CH:6][C:5]([O:8][CH2:9][CH2:10][C@H:11]([CH:13]3[CH2:18][CH2:17][N:16]([C:19]4[O:23][N:22]=[C:21]([CH:24]([CH3:26])[CH3:25])[N:20]=4)[CH2:15][CH2:14]3)[CH3:12])=[CH:4][N:3]=2)[CH2:35]1)([CH3:30])([CH3:28])[CH3:29]. The catalyst class is: 16. (2) Reactant: C(O[C:4](=[N:6][C:7](=O)[C:8]1[CH:13]=[C:12]([O:14][CH3:15])[CH:11]=[C:10]([O:16][CH3:17])[CH:9]=1)[CH3:5])C.[NH:19]([C:21]1[N:26]=[CH:25][C:24]([S:27]([NH2:30])(=[O:29])=[O:28])=[CH:23][CH:22]=1)[NH2:20].O. Product: [CH3:15][O:14][C:12]1[CH:13]=[C:8]([C:7]2[N:19]([C:21]3[N:26]=[CH:25][C:24]([S:27]([NH2:30])(=[O:29])=[O:28])=[CH:23][CH:22]=3)[N:20]=[C:4]([CH3:5])[N:6]=2)[CH:9]=[C:10]([O:16][CH3:17])[CH:11]=1. The catalyst class is: 98. (3) Reactant: [OH-].[Na+].[CH2:3]([O:10][C:11]1[C:12]2[N:13]([C:17]([C:21]([O:23]CC)=[O:22])=[C:18]([CH3:20])[N:19]=2)[CH:14]=[CH:15][CH:16]=1)[C:4]1[CH:9]=[CH:8][CH:7]=[CH:6][CH:5]=1.Cl. Product: [CH2:3]([O:10][C:11]1[C:12]2[N:13]([C:17]([C:21]([OH:23])=[O:22])=[C:18]([CH3:20])[N:19]=2)[CH:14]=[CH:15][CH:16]=1)[C:4]1[CH:5]=[CH:6][CH:7]=[CH:8][CH:9]=1. The catalyst class is: 12. (4) Reactant: [NH2:1][C:2]1[O:6][N:5]=[C:4]([C:7]2[CH:12]=[CH:11][C:10]([O:13][C:14]([F:17])([F:16])[F:15])=[CH:9][CH:8]=2)[C:3]=1[C:18](O)=[O:19].Cl.C(N=C=NCCCN(C)C)C.[F:33][C:34]1[CH:39]=[CH:38][C:37]([N:40]2[CH2:45][CH2:44][NH:43][CH2:42][CH2:41]2)=[CH:36][CH:35]=1. Product: [NH2:1][C:2]1[O:6][N:5]=[C:4]([C:7]2[CH:8]=[CH:9][C:10]([O:13][C:14]([F:16])([F:15])[F:17])=[CH:11][CH:12]=2)[C:3]=1[C:18]([N:43]1[CH2:42][CH2:41][N:40]([C:37]2[CH:36]=[CH:35][C:34]([F:33])=[CH:39][CH:38]=2)[CH2:45][CH2:44]1)=[O:19]. The catalyst class is: 4. (5) Reactant: Cl.[CH3:2][C:3]([CH3:35])([CH3:34])[CH2:4][C:5]1[N:6]=[C:7]([C:16]([OH:33])([CH3:32])[CH:17]([F:31])[C:18]2[CH:23]=[CH:22][C:21]([C:24]3[CH:29]=[CH:28][C:27]([F:30])=[CH:26][N:25]=3)=[CH:20][CH:19]=2)[N:8](S(N(C)C)(=O)=O)[CH:9]=1. Product: [CH3:2][C:3]([CH3:35])([CH3:34])[CH2:4][C:5]1[N:6]=[C:7]([C:16]([OH:33])([CH3:32])[CH:17]([F:31])[C:18]2[CH:19]=[CH:20][C:21]([C:24]3[CH:29]=[CH:28][C:27]([F:30])=[CH:26][N:25]=3)=[CH:22][CH:23]=2)[NH:8][CH:9]=1. The catalyst class is: 5. (6) Reactant: [Cl:1][C:2]1[CH:7]=[C:6](OC)[C:5]([N+:10]([O-:12])=[O:11])=[CH:4][N:3]=1.[CH:13]1([NH2:16])[CH2:15][CH2:14]1. Product: [Cl:1][C:2]1[CH:7]=[C:6]([NH:16][CH:13]2[CH2:15][CH2:14]2)[C:5]([N+:10]([O-:12])=[O:11])=[CH:4][N:3]=1. The catalyst class is: 20. (7) Reactant: [N-:1]=[N+:2]=[N-:3].[Na+].[CH2:5]([O:12][C:13]([N:15]1[C@H:22]([CH3:23])[CH2:21][CH2:20][C@@H:19]2[C@@H:17]([O:18]2)[CH2:16]1)=[O:14])[C:6]1[CH:11]=[CH:10][CH:9]=[CH:8][CH:7]=1.[Cl-].[NH4+]. Product: [CH2:5]([O:12][C:13]([N:15]1[CH2:16][C@H:17]([OH:18])[C@@H:19]([N:1]=[N+:2]=[N-:3])[CH2:20][CH2:21][C@H:22]1[CH3:23])=[O:14])[C:6]1[CH:11]=[CH:10][CH:9]=[CH:8][CH:7]=1. The catalyst class is: 24. (8) Reactant: [Br:1][C:2]1[C:3]([CH3:8])=[N:4][O:5][C:6]=1[NH2:7].[H-].[Na+].[CH2:11]([C:13]1[CH:32]=[CH:31][C:16]([CH2:17][C:18]2[S:22][C:21]3[CH:23]=[CH:24][CH:25]=[CH:26][C:20]=3[C:19]=2[S:27](Cl)(=[O:29])=[O:28])=[CH:15][CH:14]=1)[CH3:12]. Product: [Br:1][C:2]1[C:3]([CH3:8])=[N:4][O:5][C:6]=1[NH:7][S:27]([C:19]1[C:20]2[CH:26]=[CH:25][CH:24]=[CH:23][C:21]=2[S:22][C:18]=1[CH2:17][C:16]1[CH:15]=[CH:14][C:13]([CH2:11][CH3:12])=[CH:32][CH:31]=1)(=[O:28])=[O:29]. The catalyst class is: 1. (9) Reactant: [CH3:1][N:2]([CH2:4][C:5]1[CH:10]=[CH:9][C:8]([NH:11]/[C:12](=[C:26]2\[C:27](=[O:36])[NH:28][C:29]3[C:34]\2=[CH:33][CH:32]=[C:31]([F:35])[CH:30]=3)/[C:13]2[CH:18]=[CH:17][C:16]([CH2:19][CH2:20][C:21]([O:23]CC)=[O:22])=[CH:15][CH:14]=2)=[CH:7][CH:6]=1)[CH3:3].[OH-].[Na+].Cl. Product: [CH3:1][N:2]([CH2:4][C:5]1[CH:6]=[CH:7][C:8]([NH:11]/[C:12](=[C:26]2\[C:27](=[O:36])[NH:28][C:29]3[C:34]\2=[CH:33][CH:32]=[C:31]([F:35])[CH:30]=3)/[C:13]2[CH:14]=[CH:15][C:16]([CH2:19][CH2:20][C:21]([OH:23])=[O:22])=[CH:17][CH:18]=2)=[CH:9][CH:10]=1)[CH3:3]. The catalyst class is: 5.